This data is from NCI-60 drug combinations with 297,098 pairs across 59 cell lines. The task is: Regression. Given two drug SMILES strings and cell line genomic features, predict the synergy score measuring deviation from expected non-interaction effect. (1) Drug 1: C1=NC2=C(N=C(N=C2N1C3C(C(C(O3)CO)O)F)Cl)N. Drug 2: CC1=C(C(=CC=C1)Cl)NC(=O)C2=CN=C(S2)NC3=CC(=NC(=N3)C)N4CCN(CC4)CCO. Cell line: NCI-H460. Synergy scores: CSS=-2.75, Synergy_ZIP=0.180, Synergy_Bliss=-1.63, Synergy_Loewe=-4.14, Synergy_HSA=-3.55. (2) Drug 1: C1CCC(C(C1)N)N.C(=O)(C(=O)[O-])[O-].[Pt+4]. Drug 2: CC1C(C(CC(O1)OC2CC(CC3=C2C(=C4C(=C3O)C(=O)C5=C(C4=O)C(=CC=C5)OC)O)(C(=O)CO)O)N)O.Cl. Cell line: MCF7. Synergy scores: CSS=42.9, Synergy_ZIP=-7.56, Synergy_Bliss=-6.44, Synergy_Loewe=-2.28, Synergy_HSA=-0.901. (3) Drug 1: C1CC(=O)NC(=O)C1N2CC3=C(C2=O)C=CC=C3N. Drug 2: C1CN(CCN1C(=O)CCBr)C(=O)CCBr. Cell line: SN12C. Synergy scores: CSS=8.61, Synergy_ZIP=-6.42, Synergy_Bliss=0.650, Synergy_Loewe=-0.704, Synergy_HSA=-0.491. (4) Drug 1: C1=CC(=CC=C1C#N)C(C2=CC=C(C=C2)C#N)N3C=NC=N3. Drug 2: C1=NC(=NC(=O)N1C2C(C(C(O2)CO)O)O)N. Cell line: SF-295. Synergy scores: CSS=14.8, Synergy_ZIP=-3.63, Synergy_Bliss=0.567, Synergy_Loewe=0.240, Synergy_HSA=0.468. (5) Cell line: UACC62. Drug 2: CC1C(C(=O)NC(C(=O)N2CCCC2C(=O)N(CC(=O)N(C(C(=O)O1)C(C)C)C)C)C(C)C)NC(=O)C3=C4C(=C(C=C3)C)OC5=C(C(=O)C(=C(C5=N4)C(=O)NC6C(OC(=O)C(N(C(=O)CN(C(=O)C7CCCN7C(=O)C(NC6=O)C(C)C)C)C)C(C)C)C)N)C. Synergy scores: CSS=3.48, Synergy_ZIP=0.972, Synergy_Bliss=1.52, Synergy_Loewe=2.10, Synergy_HSA=1.96. Drug 1: CN(C)N=NC1=C(NC=N1)C(=O)N. (6) Drug 1: CS(=O)(=O)OCCCCOS(=O)(=O)C. Drug 2: CC1=C(C(=O)C2=C(C1=O)N3CC4C(C3(C2COC(=O)N)OC)N4)N. Cell line: EKVX. Synergy scores: CSS=14.0, Synergy_ZIP=-3.86, Synergy_Bliss=-1.35, Synergy_Loewe=2.85, Synergy_HSA=3.22. (7) Drug 1: C1CCC(C1)C(CC#N)N2C=C(C=N2)C3=C4C=CNC4=NC=N3. Drug 2: CCC1(CC2CC(C3=C(CCN(C2)C1)C4=CC=CC=C4N3)(C5=C(C=C6C(=C5)C78CCN9C7C(C=CC9)(C(C(C8N6C)(C(=O)OC)O)OC(=O)C)CC)OC)C(=O)OC)O.OS(=O)(=O)O. Cell line: MCF7. Synergy scores: CSS=31.8, Synergy_ZIP=-1.26, Synergy_Bliss=2.71, Synergy_Loewe=-4.43, Synergy_HSA=2.12.